From a dataset of Full USPTO retrosynthesis dataset with 1.9M reactions from patents (1976-2016). Predict the reactants needed to synthesize the given product. (1) Given the product [CH2:1]([O:3][C:4](=[O:12])[C:5]1[CH:10]=[CH:9][CH:8]=[N:7][C:6]=1[NH:26][CH2:25][C:24]1[CH:27]=[CH:28][C:21]([F:20])=[CH:22][CH:23]=1)[CH3:2], predict the reactants needed to synthesize it. The reactants are: [CH2:1]([O:3][C:4](=[O:12])[C:5]1[CH:10]=[CH:9][CH:8]=[N:7][C:6]=1Cl)[CH3:2].C(N(CC)CC)C.[F:20][C:21]1[CH:28]=[CH:27][C:24]([CH2:25][NH2:26])=[CH:23][CH:22]=1. (2) Given the product [OH:41][C:26]1[C:25](=[O:24])[N:14]([C:15]2[N:16]=[N:17][C:18]([CH3:21])=[CH:19][CH:20]=2)[CH:10]([C:9]2[CH:12]=[CH:13][C:6]([C:5]3[N:4]=[N:3][NH:2][N:1]=3)=[CH:7][CH:8]=2)[C:27]=1[C:28](=[O:40])[C:29]1[CH:30]=[CH:31][C:32]([O:35][C:36]([F:38])([F:39])[F:37])=[CH:33][CH:34]=1, predict the reactants needed to synthesize it. The reactants are: [N:1]1[NH:2][N:3]=[N:4][C:5]=1[C:6]1[CH:13]=[CH:12][C:9]([CH:10]=O)=[CH:8][CH:7]=1.[NH2:14][C:15]1[N:16]=[N:17][C:18]([CH3:21])=[CH:19][CH:20]=1.C([O:24][C:25](=O)[C:26]([OH:41])=[CH:27][C:28](=[O:40])[C:29]1[CH:34]=[CH:33][C:32]([O:35][C:36]([F:39])([F:38])[F:37])=[CH:31][CH:30]=1)C. (3) Given the product [CH3:1][C:2]1([CH3:27])[CH2:7][CH2:6][CH:5]([C:8]2[S:26][C:11]3[N:12]=[C:13]([CH3:25])[N:14]=[C:15]([CH2:16][N:17]4[CH2:22][CH2:21][N:20]([C:29](=[O:30])[CH2:28][OH:31])[CH2:19][C:18]4([CH3:23])[CH3:24])[C:10]=3[CH:9]=2)[CH2:4][CH2:3]1, predict the reactants needed to synthesize it. The reactants are: [CH3:1][C:2]1([CH3:27])[CH2:7][CH2:6][CH:5]([C:8]2[S:26][C:11]3[N:12]=[C:13]([CH3:25])[N:14]=[C:15]([CH2:16][N:17]4[CH2:22][CH2:21][NH:20][CH2:19][C:18]4([CH3:24])[CH3:23])[C:10]=3[CH:9]=2)[CH2:4][CH2:3]1.[C:28](O)(=[O:31])[CH2:29][OH:30].CN(C(ON1N=NC2C=CC=NC1=2)=[N+](C)C)C.F[P-](F)(F)(F)(F)F.CCN(C(C)C)C(C)C.[NH4+].[Cl-]. (4) Given the product [Cl:1][C:2]1[C:3]([C:27]2[NH:31][CH:30]=[CH:29][N:28]=2)=[N:4][N:5]([CH2:8][C:9]([N:11]2[CH2:16][CH2:15][CH2:14][C:13]3[N:17]([C:20]4[CH:21]=[CH:22][C:23]([F:26])=[CH:24][CH:25]=4)[N:18]=[CH:19][C:12]2=3)=[O:10])[C:6]=1[CH3:7], predict the reactants needed to synthesize it. The reactants are: [Cl:1][C:2]1[C:3]([C:27]2[NH:28][CH2:29][CH2:30][N:31]=2)=[N:4][N:5]([CH2:8][C:9]([N:11]2[CH2:16][CH2:15][CH2:14][C:13]3[N:17]([C:20]4[CH:25]=[CH:24][C:23]([F:26])=[CH:22][CH:21]=4)[N:18]=[CH:19][C:12]2=3)=[O:10])[C:6]=1[CH3:7].CC(OI1(OC(C)=O)(OC(C)=O)OC(=O)C2C=CC=CC1=2)=O. (5) Given the product [O:25]([C:32]1[CH:33]=[CH:34][C:35]([NH:36][C:21]([C:20]2[CH:24]=[C:16]([N:14]3[CH2:13][C@@H:11]4[CH2:12][N:8]([C:6]([O:5][C:1]([CH3:3])([CH3:4])[CH3:2])=[O:7])[CH2:9][C@@H:10]4[CH2:15]3)[CH:17]=[N:18][CH:19]=2)=[O:22])=[CH:37][CH:38]=1)[C:26]1[CH:31]=[CH:30][CH:29]=[CH:28][CH:27]=1, predict the reactants needed to synthesize it. The reactants are: [C:1]([O:5][C:6]([N:8]1[CH2:12][C@H:11]2[CH2:13][N:14]([C:16]3[CH:17]=[N:18][CH:19]=[C:20]([CH:24]=3)[C:21](O)=[O:22])[CH2:15][C@H:10]2[CH2:9]1)=[O:7])([CH3:4])([CH3:3])[CH3:2].[O:25]([C:32]1[CH:38]=[CH:37][C:35]([NH2:36])=[CH:34][CH:33]=1)[C:26]1[CH:31]=[CH:30][CH:29]=[CH:28][CH:27]=1. (6) Given the product [Cl:1][C:2]1[CH:8]=[CH:7][C:5]([NH:6][C:30](=[O:31])[C:29]2[CH:28]=[CH:27][C:26]([N:21]3[CH:25]=[CH:24][CH:23]=[N:22]3)=[CH:34][CH:33]=2)=[C:4]([N:9]2[CH2:14][CH2:13][N:12]([CH2:15][CH2:16][C:17]([F:19])([F:18])[F:20])[CH2:11][CH2:10]2)[CH:3]=1, predict the reactants needed to synthesize it. The reactants are: [Cl:1][C:2]1[CH:8]=[CH:7][C:5]([NH2:6])=[C:4]([N:9]2[CH2:14][CH2:13][N:12]([CH2:15][CH2:16][C:17]([F:20])([F:19])[F:18])[CH2:11][CH2:10]2)[CH:3]=1.[N:21]1([C:26]2[CH:34]=[CH:33][C:29]([C:30](O)=[O:31])=[CH:28][CH:27]=2)[CH:25]=[CH:24][CH:23]=[N:22]1.